From a dataset of Forward reaction prediction with 1.9M reactions from USPTO patents (1976-2016). Predict the product of the given reaction. (1) Given the reactants C(P(=O)(OCC)OCC)#N.[CH3:11][O:12][C:13]1[CH:14]=[C:15](/[CH:25]=[CH:26]/[C:27]([OH:29])=O)[CH:16]=[CH:17][C:18]=1[N:19]1[CH:23]=[C:22]([CH3:24])[N:21]=[CH:20]1.Cl.[NH2:31][CH2:32][C:33](=[O:42])[CH2:34][C:35]1[CH:40]=[CH:39][C:38]([F:41])=[CH:37][CH:36]=1.O.C(=O)(O)[O-].[Na+], predict the reaction product. The product is: [F:41][C:38]1[CH:37]=[CH:36][C:35]([CH2:34][C:33](=[O:42])[CH2:32][NH:31][C:27](=[O:29])/[CH:26]=[CH:25]/[C:15]2[CH:16]=[CH:17][C:18]([N:19]3[CH:23]=[C:22]([CH3:24])[N:21]=[CH:20]3)=[C:13]([O:12][CH3:11])[CH:14]=2)=[CH:40][CH:39]=1. (2) Given the reactants Cl.C(N=C=NCCCN(C)C)C.[CH3:13][NH:14][CH2:15][CH2:16][CH2:17][CH:18]1[C:28]2[CH:29]=[CH:30][CH:31]=[CH:32][C:27]=2[CH:26]=[CH:25][C:24]2[CH:23]=[CH:22][CH:21]=[CH:20][C:19]1=2.Cl.C(N(CC)CC)C.[C:41]([O:45][C:46]([NH:48][CH2:49][C:50]([OH:52])=O)=[O:47])([CH3:44])([CH3:43])[CH3:42].C(=O)([O-])O.[Na+], predict the reaction product. The product is: [CH:32]1[C:27]2[CH:26]=[CH:25][C:24]3[CH:23]=[CH:22][CH:21]=[CH:20][C:19]=3[CH:18]([CH2:17][CH2:16][CH2:15][N:14]([CH3:13])[C:50](=[O:52])[CH2:49][NH:48][C:46](=[O:47])[O:45][C:41]([CH3:42])([CH3:43])[CH3:44])[C:28]=2[CH:29]=[CH:30][CH:31]=1. (3) Given the reactants [NH2:1][CH2:2][CH2:3][NH:4][CH2:5][CH2:6][O:7][C:8]1[CH:15]=[CH:14][C:11]([C:12]#[N:13])=[CH:10][CH:9]=1.[CH3:16][C:17]1([CH3:24])[C@@H:22]([OH:23])[C:20](=[O:21])[O:19][CH2:18]1, predict the reaction product. The product is: [C:12]([C:11]1[CH:10]=[CH:9][C:8]([O:7][CH2:6][CH2:5][NH:4][CH2:3][CH2:2][NH:1][C:20](=[O:21])[C@H:22]([OH:23])[C:17]([CH3:24])([CH3:16])[CH2:18][OH:19])=[CH:15][CH:14]=1)#[N:13].